Task: Predict the product of the given reaction.. Dataset: Forward reaction prediction with 1.9M reactions from USPTO patents (1976-2016) (1) Given the reactants [Ca].[CH:2]1[C:7]([C:8]2[O:18][C:17]3[CH:16]=[C:15]([OH:19])[CH:14]=[C:13]([OH:20])[C:12]=3[C:10](=[O:11])[C:9]=2[OH:21])=[CH:6][CH:5]=[C:4]([OH:22])[CH:3]=1, predict the reaction product. The product is: [CH:2]1[C:7]([C:8]2[O:18][C:17]3[CH:16]=[C:15]([OH:19])[CH:14]=[C:13]([OH:20])[C:12]=3[C:10](=[O:11])[C:9]=2[OH:21])=[CH:6][CH:5]=[C:4]([OH:22])[CH:3]=1.[CH3:8][CH:9]([O:19][C:15]1[CH:14]=[CH:13][C:12]2[C:10](=[O:11])[C:9]([C:2]3[CH:3]=[CH:4][CH:5]=[CH:6][CH:7]=3)=[CH:8][O:18][C:17]=2[CH:16]=1)[CH3:10]. (2) Given the reactants Br[C:2]1[NH:3][C:4]2[C:9]([C:10]=1[CH:11]1[CH2:16][CH2:15][CH2:14][CH2:13][CH2:12]1)=[CH:8][CH:7]=[C:6]([C:17]([O:19][CH3:20])=[O:18])[CH:5]=2.[C:21]1(B(O)O)[CH:26]=[CH:25][CH:24]=[CH:23][CH:22]=1.C([O-])([O-])=O.[Na+].[Na+], predict the reaction product. The product is: [CH:11]1([C:10]2[C:9]3[C:4](=[CH:5][C:6]([C:17]([O:19][CH3:20])=[O:18])=[CH:7][CH:8]=3)[NH:3][C:2]=2[C:21]2[CH:26]=[CH:25][CH:24]=[CH:23][CH:22]=2)[CH2:16][CH2:15][CH2:14][CH2:13][CH2:12]1. (3) Given the reactants I[C:2]1[C:3]2[S:11][CH:10]=[C:9]([C:12]3[CH:13]=[C:14]4[C:18](=[CH:19][CH:20]=3)[N:17]([C:21](=[O:29])[CH2:22][C:23]3[CH:28]=[CH:27][CH:26]=[CH:25][CH:24]=3)[CH2:16][CH2:15]4)[C:4]=2[C:5]([NH2:8])=[N:6][CH:7]=1.[N:30]1[CH:35]=[CH:34][CH:33]=[C:32](B(O)O)[CH:31]=1.C(=O)([O-])[O-].[Na+].[Na+].O1CCOCC1, predict the reaction product. The product is: [C:23]1([CH2:22][C:21]([N:17]2[C:18]3[C:14](=[CH:13][C:12]([C:9]4[C:4]5[C:5]([NH2:8])=[N:6][CH:7]=[C:2]([C:32]6[CH:31]=[N:30][CH:35]=[CH:34][CH:33]=6)[C:3]=5[S:11][CH:10]=4)=[CH:20][CH:19]=3)[CH2:15][CH2:16]2)=[O:29])[CH:24]=[CH:25][CH:26]=[CH:27][CH:28]=1.